This data is from TCR-epitope binding with 47,182 pairs between 192 epitopes and 23,139 TCRs. The task is: Binary Classification. Given a T-cell receptor sequence (or CDR3 region) and an epitope sequence, predict whether binding occurs between them. (1) The epitope is ALSKGVHFV. The TCR CDR3 sequence is CSVIGNTEAFF. Result: 1 (the TCR binds to the epitope). (2) The epitope is SEPVLKGVKL. The TCR CDR3 sequence is CAIGGTTLYEQYF. Result: 0 (the TCR does not bind to the epitope). (3) The epitope is KPLEFGATSAAL. The TCR CDR3 sequence is CASSQDPGEFPYEQYF. Result: 1 (the TCR binds to the epitope).